Dataset: CYP3A4 inhibition data for predicting drug metabolism from PubChem BioAssay. Task: Regression/Classification. Given a drug SMILES string, predict its absorption, distribution, metabolism, or excretion properties. Task type varies by dataset: regression for continuous measurements (e.g., permeability, clearance, half-life) or binary classification for categorical outcomes (e.g., BBB penetration, CYP inhibition). Dataset: cyp3a4_veith. (1) The compound is CC1CCCN(CC(O)COCC2COc3ccccc3O2)C1.Cl. The result is 0 (non-inhibitor). (2) The drug is CCc1nnc(NC(=O)C2CCN(C(=O)NC3CCCCC3)CC2)s1. The result is 0 (non-inhibitor). (3) The result is 0 (non-inhibitor). The compound is COC(=O)c1cc(/C=C/c2ccccc2)on1. (4) The molecule is CCCc1c(OCCCOc2ccc(OCC(=O)O)cc2)ccc(CC=O)c1O. The result is 0 (non-inhibitor). (5) The compound is COCC(=O)O[C@]1(CCN(C)CCCc2nc3ccccc3[nH]2)CCc2cc(F)ccc2[C@@H]1C(C)C. The result is 1 (inhibitor). (6) The compound is O=c1c(CCc2ccccc2)nc2cnc(N3CCOCC3)nc2n1-c1ccccc1. The result is 0 (non-inhibitor). (7) The molecule is Cn1cccc1C(=O)N1CCC2(CCN(Cc3ccccc3)CC2)CC1. The result is 0 (non-inhibitor). (8) The compound is COc1ccc(N2CCN(C(CNC(=O)C3CCCCC3)c3cccnc3)CC2)cc1. The result is 1 (inhibitor).